Predict the reaction yield, written as a fraction of the theoretical maximum amount of product (1.0 means a 100% yield; for example, 0.34 means a 34% yield). From a dataset of Reaction yield outcomes from USPTO patents with 853,638 reactions. (1) The reactants are [F:1][C:2]([F:19])([F:18])[C:3]1[CH:4]=[C:5]([C:13]2[N:14]=[CH:15][NH:16][CH:17]=2)[CH:6]=[C:7]([C:9]([F:12])([F:11])[F:10])[CH:8]=1.[C:20]([O:24][CH:25]([CH3:27])[CH3:26])(=[O:23])[CH:21]=[CH2:22].C(OCC)(=O)C.CCCCCC.O. The catalyst is ClCCl. The yield is 0.653. The product is [F:19][C:2]([F:1])([F:18])[C:3]1[CH:4]=[C:5]([C:13]2[N:14]=[CH:15][N:16](/[CH:22]=[CH:21]\[C:20]([O:24][CH:25]([CH3:27])[CH3:26])=[O:23])[CH:17]=2)[CH:6]=[C:7]([C:9]([F:10])([F:11])[F:12])[CH:8]=1. (2) The reactants are Cl.C([O:4][CH2:5][CH2:6][O:7][NH:8][C:9]([C:11]1[C:20]([NH:21][C:22]2[CH:27]=[CH:26][C:25]([Br:28])=[CH:24][C:23]=2[Cl:29])=[C:19]([F:30])[C:14]2[N:15]=[CH:16][N:17]([CH3:18])[C:13]=2[CH:12]=1)=[O:10])=C. The catalyst is C(O)C. The product is [OH:4][CH2:5][CH2:6][O:7][NH:8][C:9]([C:11]1[C:20]([NH:21][C:22]2[CH:27]=[CH:26][C:25]([Br:28])=[CH:24][C:23]=2[Cl:29])=[C:19]([F:30])[C:14]2[N:15]=[CH:16][N:17]([CH3:18])[C:13]=2[CH:12]=1)=[O:10]. The yield is 1.00. (3) The reactants are Cl[S:2]([C:5]1[C:9]2[C:10]([N:14]3[CH2:19][CH2:18][N:17]([C:20]([O:22][C:23]([CH3:26])([CH3:25])[CH3:24])=[O:21])[CH2:16][CH2:15]3)=[N:11][CH:12]=[CH:13][C:8]=2[S:7][CH:6]=1)(=[O:4])=[O:3].[CH:27]([C:30]1[CH:36]=[CH:35][C:33]([NH2:34])=[CH:32][CH:31]=1)([CH3:29])[CH3:28]. No catalyst specified. The product is [C:23]([O:22][C:20]([N:17]1[CH2:18][CH2:19][N:14]([C:10]2[C:9]3[C:5]([S:2]([NH:34][C:33]4[CH:35]=[CH:36][C:30]([CH:27]([CH3:29])[CH3:28])=[CH:31][CH:32]=4)(=[O:4])=[O:3])=[CH:6][S:7][C:8]=3[CH:13]=[CH:12][N:11]=2)[CH2:15][CH2:16]1)=[O:21])([CH3:26])([CH3:25])[CH3:24]. The yield is 0.520. (4) The reactants are C(O)(C(F)(F)F)=O.[NH:8]1[C:12]2[CH:13]=[CH:14][CH:15]=[CH:16][C:11]=2[N:10]=[C:9]1[C:17]1[C:25]2[C:20](=[CH:21][CH:22]=[C:23]([NH:26][C:27]([NH:29][C:30]3[CH:35]=[CH:34][C:33]([F:36])=[CH:32][C:31]=3[F:37])=[O:28])[CH:24]=2)[N:19](C2CCCCO2)[N:18]=1. The catalyst is C(Cl)Cl. The product is [NH:10]1[C:11]2[CH:16]=[CH:15][CH:14]=[CH:13][C:12]=2[N:8]=[C:9]1[C:17]1[C:25]2[C:20](=[CH:21][CH:22]=[C:23]([NH:26][C:27]([NH:29][C:30]3[CH:35]=[CH:34][C:33]([F:36])=[CH:32][C:31]=3[F:37])=[O:28])[CH:24]=2)[NH:19][N:18]=1. The yield is 0.600. (5) The reactants are Cl[C:2]1[N:11]2[N:12]=[CH:13][N:14]=[C:10]2[C:9]2[CH:8]=[C:7]([Cl:15])[CH:6]=[CH:5][C:4]=2[N:3]=1.[NH:16]1[CH2:21][CH2:20][NH:19][CH2:18][CH2:17]1. The catalyst is CCO. The product is [Cl:15][C:7]1[CH:6]=[CH:5][C:4]2[N:3]=[C:2]([N:16]3[CH2:21][CH2:20][NH:19][CH2:18][CH2:17]3)[N:11]3[N:12]=[CH:13][N:14]=[C:10]3[C:9]=2[CH:8]=1. The yield is 0.920. (6) The reactants are [NH2:1][C:2]1([C:13]2[CH:18]=[CH:17][C:16]([CH:19]([CH3:21])[CH3:20])=[CH:15][C:14]=2[O:22][CH3:23])[C:10](=[O:11])[C:9]2[C:4](=[CH:5][CH:6]=[CH:7][CH:8]=2)[C:3]1=[O:12].Cl[C:25](Cl)([O:27][C:28](=[O:34])OC(Cl)(Cl)Cl)Cl.[CH2:36]1COCC1. No catalyst specified. The product is [CH:19]([C:16]1[CH:17]=[CH:18][C:13]([C:2]2([NH:1][C:28](=[O:34])[O:27][CH2:25][CH3:36])[C:10](=[O:11])[C:9]3[C:4](=[CH:5][CH:6]=[CH:7][CH:8]=3)[C:3]2=[O:12])=[C:14]([O:22][CH3:23])[CH:15]=1)([CH3:21])[CH3:20]. The yield is 0.960. (7) The reactants are [C:1]([C:3]1[CH:31]=[CH:30][C:6]([CH2:7][NH:8][CH2:9][C:10]([N:12]2[CH2:17][C:16]([C:18]3[C:27]4[C:22](=[CH:23][CH:24]=[CH:25][CH:26]=4)[CH:21]=[CH:20][CH:19]=3)=[C:15]([C:28]#[N:29])[CH2:14][CH2:13]2)=[O:11])=[CH:5][CH:4]=1)#[N:2].[CH3:32][N:33]1[C:37]([CH:38]=O)=[CH:36][N:35]=[CH:34]1.C(O[BH-](OC(=O)C)OC(=O)C)(=O)C.[Na+]. The catalyst is ClCCl. The product is [C:1]([C:3]1[CH:31]=[CH:30][C:6]([CH2:7][N:8]([CH2:9][C:10]([N:12]2[CH2:17][C:16]([C:18]3[C:27]4[C:22](=[CH:23][CH:24]=[CH:25][CH:26]=4)[CH:21]=[CH:20][CH:19]=3)=[C:15]([C:28]#[N:29])[CH2:14][CH2:13]2)=[O:11])[CH2:38][C:37]2[N:33]([CH3:32])[CH:34]=[N:35][CH:36]=2)=[CH:5][CH:4]=1)#[N:2]. The yield is 0.480.